From a dataset of Peptide-MHC class II binding affinity with 134,281 pairs from IEDB. Regression. Given a peptide amino acid sequence and an MHC pseudo amino acid sequence, predict their binding affinity value. This is MHC class II binding data. (1) The peptide sequence is CVALDMMNENLGIVS. The MHC is DRB1_0101 with pseudo-sequence DRB1_0101. The binding affinity (normalized) is 0.858. (2) The peptide sequence is SKLKAEATTDGLGWY. The MHC is DRB1_1201 with pseudo-sequence DRB1_1201. The binding affinity (normalized) is 0.127.